This data is from Forward reaction prediction with 1.9M reactions from USPTO patents (1976-2016). The task is: Predict the product of the given reaction. (1) Given the reactants [O:1]1[CH2:5][CH2:4][CH2:3][CH2:2]1.B.CC(=C(C)C)C.C=C1C[C@@H:17]2[CH2:18][N:19]([C:21]([O:23][C:24]([CH3:27])([CH3:26])[CH3:25])=[O:22])[CH2:20][C@@H:16]2C1.[OH-].[Na+].OO, predict the reaction product. The product is: [OH:1][CH2:5][CH:4]1[CH2:16][C@@H:17]2[CH2:18][N:19]([C:21]([O:23][C:24]([CH3:27])([CH3:26])[CH3:25])=[O:22])[CH2:20][C@@H:2]2[CH2:3]1. (2) The product is: [C:22]([O:26][C:27](=[O:32])[CH2:28][CH:29]([N:18]1[CH2:19][CH2:20][O:21][CH:16]([C:13]2[CH:12]=[CH:11][C:10]([O:9][CH2:1][CH2:2][CH2:3][CH2:4][CH2:5][CH2:6][CH2:7][CH3:8])=[CH:15][CH:14]=2)[CH2:17]1)[CH3:30])([CH3:25])([CH3:24])[CH3:23]. Given the reactants [CH2:1]([O:9][C:10]1[CH:15]=[CH:14][C:13]([CH:16]2[O:21][CH2:20][CH2:19][NH:18][CH2:17]2)=[CH:12][CH:11]=1)[CH2:2][CH2:3][CH2:4][CH2:5][CH2:6][CH2:7][CH3:8].[C:22]([O:26][C:27](=[O:32])[CH2:28][CH:29](Br)[CH3:30])([CH3:25])([CH3:24])[CH3:23].[I-].[Na+].C1CCN2C(=NCCC2)CC1, predict the reaction product. (3) The product is: [NH:13]1[C:14]2[CH:19]=[CH:18][CH:17]=[CH:16][C:15]=2[N:11]=[C:12]1[C@H:8]([NH:9][C:10]([NH:33][C:30]1([C:24]2[CH:29]=[CH:28][CH:27]=[CH:26][CH:25]=2)[CH2:32][CH2:31]1)=[O:20])[CH2:7][C:6]1[CH:5]=[CH:4][C:3]([O:2][CH3:1])=[CH:22][CH:21]=1. Given the reactants [CH3:1][O:2][C:3]1[CH:22]=[CH:21][C:6]([CH2:7][C@@H:8]2[C:12]3=[N:13][C:14]4[CH:19]=[CH:18][CH:17]=[CH:16][C:15]=4[N:11]3[C:10](=[O:20])[NH:9]2)=[CH:5][CH:4]=1.Cl.[C:24]1([C:30]2([NH2:33])[CH2:32][CH2:31]2)[CH:29]=[CH:28][CH:27]=[CH:26][CH:25]=1.C(O)(C(F)(F)F)=O, predict the reaction product.